This data is from Reaction yield outcomes from USPTO patents with 853,638 reactions. The task is: Predict the reaction yield, written as a fraction of the theoretical maximum amount of product (1.0 means a 100% yield; for example, 0.34 means a 34% yield). (1) The reactants are [S:1]1[CH:5]=[CH:4][C:3]([CH:6]=[O:7])=[CH:2]1.[OH-].[K+].[N+:10]([CH2:12][C:13]([N:15]1[CH2:20][CH2:19][CH2:18][CH2:17][CH2:16]1)=[O:14])#[C-:11]. The catalyst is CO. The product is [S:1]1[CH:5]=[CH:4][C:3]([C@@H:6]2[O:7][CH:11]=[N:10][C@H:12]2[C:13]([N:15]2[CH2:20][CH2:19][CH2:18][CH2:17][CH2:16]2)=[O:14])=[CH:2]1. The yield is 0.990. (2) The reactants are [Cl:1][C:2]1[CH:7]=[C:6]([Cl:8])[CH:5]=[CH:4][C:3]=1[C:9]1[N:10]=[C:11](/[CH:18]=[CH:19]/[C:20]2[CH:25]=[CH:24][C:23]([C:26]3[CH:31]=[CH:30][C:29]([O:32][CH3:33])=[CH:28][CH:27]=3)=[CH:22][CH:21]=2)[N:12]([CH2:14][C:15](O)=[O:16])[CH:13]=1.[CH3:34][O:35][C:36]1[CH:44]=[CH:43][C:39]([CH2:40][CH2:41][NH2:42])=[CH:38][CH:37]=1. No catalyst specified. The product is [Cl:1][C:2]1[CH:7]=[C:6]([Cl:8])[CH:5]=[CH:4][C:3]=1[C:9]1[N:10]=[C:11](/[CH:18]=[CH:19]/[C:20]2[CH:25]=[CH:24][C:23]([C:26]3[CH:27]=[CH:28][C:29]([O:32][CH3:33])=[CH:30][CH:31]=3)=[CH:22][CH:21]=2)[N:12]([CH2:14][C:15]([NH:42][CH2:41][CH2:40][C:39]2[CH:43]=[CH:44][C:36]([O:35][CH3:34])=[CH:37][CH:38]=2)=[O:16])[CH:13]=1. The yield is 0.830. (3) The reactants are [CH3:1][N:2]([CH3:9])[CH:3]1[CH2:7][CH2:6][S:5][C:4]1=[O:8].[OH-:10].[Na+].OP(O)(O)=O.[N:17]1[CH:22]=[CH:21][CH:20]=[CH:19][C:18]=1[S:23][S:23][C:18]1[CH:19]=[CH:20][CH:21]=[CH:22][N:17]=1. The catalyst is CO. The product is [CH3:1][N:2]([CH3:9])[CH:3]([CH2:7][CH2:6][S:5][S:23][C:18]1[CH:19]=[CH:20][CH:21]=[CH:22][N:17]=1)[C:4]([OH:10])=[O:8]. The yield is 0.206. (4) The reactants are [I:1]I.C1C=CC(P(C2C=CC=CC=2)C2C=CC=CC=2)=CC=1.N1C=CN=C1.O[CH2:28][CH2:29][C:30]1[N:35]=[C:34]([NH:36][C:37](=[O:43])[O:38][C:39]([CH3:42])([CH3:41])[CH3:40])[CH:33]=[CH:32][CH:31]=1. The catalyst is C(Cl)Cl. The product is [I:1][CH2:28][CH2:29][C:30]1[N:35]=[C:34]([NH:36][C:37](=[O:43])[O:38][C:39]([CH3:42])([CH3:41])[CH3:40])[CH:33]=[CH:32][CH:31]=1. The yield is 0.210. (5) The reactants are [OH:1][C:2]1[CH:3]=[C:4]([CH:19]=[CH:20][CH:21]=1)[CH2:5][NH:6][C:7]([C:9]1[CH:10]=[C:11]2[C:16](=[CH:17][CH:18]=1)[N:15]=[CH:14][CH:13]=[CH:12]2)=[O:8].ClCCl.C(N(CC)CC)C.[N+:32]([C:35]1[CH:40]=[CH:39][C:38](B(O)O)=[CH:37][CH:36]=1)([O-:34])=[O:33]. The catalyst is C(#N)C.O.FC(F)(F)C(O)=O.C([O-])(=O)C.[Cu+2].C([O-])(=O)C. The product is [N+:32]([C:35]1[CH:40]=[CH:39][C:38]([O:1][C:2]2[CH:3]=[C:4]([CH:19]=[CH:20][CH:21]=2)[CH2:5][NH:6][C:7]([C:9]2[CH:10]=[C:11]3[C:16](=[CH:17][CH:18]=2)[N:15]=[CH:14][CH:13]=[CH:12]3)=[O:8])=[CH:37][CH:36]=1)([O-:34])=[O:33]. The yield is 0.200. (6) The reactants are [C:1]([O-])([O-])=O.[Cs+].[Cs+].Br[C:8]1[CH:9]=[C:10]2[CH:16]=[C:15]([C:17]3[CH:22]=[CH:21][C:20]([F:23])=[CH:19][CH:18]=3)[O:14][C:11]2=[N:12][CH:13]=1.[CH3:24][C:25]1[CH:33]=[CH:32][C:28]([C:29]([OH:31])=[O:30])=[CH:27][C:26]=1B1OC(C)(C)C(C)(C)O1.[Si](C=[N+]=[N-])(C)(C)C. The catalyst is O1CCOCC1.O.CCOC(C)=O.C1C=CC([P]([Pd]([P](C2C=CC=CC=2)(C2C=CC=CC=2)C2C=CC=CC=2)([P](C2C=CC=CC=2)(C2C=CC=CC=2)C2C=CC=CC=2)[P](C2C=CC=CC=2)(C2C=CC=CC=2)C2C=CC=CC=2)(C2C=CC=CC=2)C2C=CC=CC=2)=CC=1. The product is [F:23][C:20]1[CH:21]=[CH:22][C:17]([C:15]2[O:14][C:11]3=[N:12][CH:13]=[C:8]([C:26]4[CH:27]=[C:28]([CH:32]=[CH:33][C:25]=4[CH3:24])[C:29]([O:31][CH3:1])=[O:30])[CH:9]=[C:10]3[CH:16]=2)=[CH:18][CH:19]=1. The yield is 1.00. (7) The reactants are C[Si]([N-][Si](C)(C)C)(C)C.[Li+].[C:11]([C:14]1[CH:15]=[C:16]([CH:21]=[C:22]([Br:25])[C:23]=1[OH:24])[C:17]([O:19][CH3:20])=[O:18])(=[O:13])[CH3:12].[N:26]1([C:32](Cl)=[O:33])[CH2:31][CH2:30][O:29][CH2:28][CH2:27]1.Cl. The catalyst is C1COCC1.O.C(Cl)Cl. The product is [Br:25][C:22]1[CH:21]=[C:16]([CH:15]=[C:14]([C:11](=[O:13])[CH2:12][C:32]([N:26]2[CH2:31][CH2:30][O:29][CH2:28][CH2:27]2)=[O:33])[C:23]=1[OH:24])[C:17]([O:19][CH3:20])=[O:18]. The yield is 0.900.